From a dataset of Full USPTO retrosynthesis dataset with 1.9M reactions from patents (1976-2016). Predict the reactants needed to synthesize the given product. (1) Given the product [NH2:1][C:2]1[CH:3]=[CH:4][C:5]([N+:11]([O-:13])=[O:12])=[C:6]([CH:10]=1)[C:7]([NH:16][CH2:20][CH2:19][NH2:18])=[O:9], predict the reactants needed to synthesize it. The reactants are: [NH2:1][C:2]1[CH:3]=[CH:4][C:5]([N+:11]([O-:13])=[O:12])=[C:6]([CH:10]=1)[C:7]([OH:9])=O.C([N:16]1[CH:20]=[CH:19][N:18]=C1)([N:16]1[CH:20]=[CH:19][N:18]=C1)=O.N1C=CN=C1C(N)=O.C(N)CN. (2) Given the product [Cl:1][C:2]1[CH:3]=[C:4]([CH:20]=[CH:21][CH:22]=1)[O:5][CH:6]1[CH2:7][N:8]([C:10]2[N:18]=[CH:17][C:16]([F:19])=[CH:15][C:11]=2[C:12]([NH:24][C:25]2([C:28]3[CH:37]=[CH:36][C:31]([C:32]([O:34][CH3:35])=[O:33])=[CH:30][CH:29]=3)[CH2:27][CH2:26]2)=[O:13])[CH2:9]1, predict the reactants needed to synthesize it. The reactants are: [Cl:1][C:2]1[CH:3]=[C:4]([CH:20]=[CH:21][CH:22]=1)[O:5][CH:6]1[CH2:9][N:8]([C:10]2[N:18]=[CH:17][C:16]([F:19])=[CH:15][C:11]=2[C:12](O)=[O:13])[CH2:7]1.Cl.[NH2:24][C:25]1([C:28]2[CH:37]=[CH:36][C:31]([C:32]([O:34][CH3:35])=[O:33])=[CH:30][CH:29]=2)[CH2:27][CH2:26]1. (3) Given the product [CH:1]([C:4]1[CH:5]=[CH:6][C:7]([CH2:8][O:9][C:12]([N:14]2[CH:18]=[CH:17][N:16]=[CH:15]2)=[O:13])=[CH:10][CH:11]=1)([CH3:3])[CH3:2], predict the reactants needed to synthesize it. The reactants are: [CH:1]([C:4]1[CH:11]=[CH:10][C:7]([CH2:8][OH:9])=[CH:6][CH:5]=1)([CH3:3])[CH3:2].[C:12](N1C=CN=C1)([N:14]1[CH:18]=[CH:17][N:16]=[CH:15]1)=[O:13].